This data is from Reaction yield outcomes from USPTO patents with 853,638 reactions. The task is: Predict the reaction yield, written as a fraction of the theoretical maximum amount of product (1.0 means a 100% yield; for example, 0.34 means a 34% yield). The reactants are NC(C1C=CC2C(=CC=C(O[C@H]3CC[C@H](C(C)(C)C)CC3)C=2)N=1)(C)CO.C(O)(C(F)(F)F)=O.C([O:36][C:37](=O)[C:38]([NH2:65])([C:40]1[CH:49]=[CH:48][C:47]2[C:42](=[CH:43][CH:44]=[C:45]([O:54][C@H:55]3[CH2:60][CH2:59][C@H:58]([C:61]([CH3:64])([CH3:63])[CH3:62])[CH2:57][CH2:56]3)[C:46]=2[C:50]([F:53])([F:52])[F:51])[N:41]=1)[CH3:39])C. No catalyst specified. The product is [NH2:65][C:38]([C:40]1[CH:49]=[CH:48][C:47]2[C:42](=[CH:43][CH:44]=[C:45]([O:54][C@H:55]3[CH2:56][CH2:57][C@H:58]([C:61]([CH3:64])([CH3:63])[CH3:62])[CH2:59][CH2:60]3)[C:46]=2[C:50]([F:51])([F:52])[F:53])[N:41]=1)([CH3:39])[CH2:37][OH:36]. The yield is 0.520.